This data is from Full USPTO retrosynthesis dataset with 1.9M reactions from patents (1976-2016). The task is: Predict the reactants needed to synthesize the given product. (1) Given the product [F:47][C:44]([F:45])([F:46])[C:43]1[C:38]([CH2:37][N:7]2[C:15]3[C:10](=[CH:11][CH:12]=[CH:13][CH:14]=3)[C:9]3([C:27]4[C:18](=[CH:19][C:20]5[O:25][CH2:24][CH2:23][O:22][C:21]=5[CH:26]=4)[O:17][CH2:16]3)[C:8]2=[O:28])=[N:39][CH:40]=[CH:41][CH:42]=1, predict the reactants needed to synthesize it. The reactants are: O1CCOCC1.[NH:7]1[C:15]2[C:10](=[CH:11][CH:12]=[CH:13][CH:14]=2)[C:9]2([C:27]3[C:18](=[CH:19][C:20]4[O:25][CH2:24][CH2:23][O:22][C:21]=4[CH:26]=3)[O:17][CH2:16]2)[C:8]1=[O:28].C(=O)([O-])[O-].[Cs+].[Cs+].Cl.Cl[CH2:37][C:38]1[C:43]([C:44]([F:47])([F:46])[F:45])=[CH:42][CH:41]=[CH:40][N:39]=1. (2) Given the product [CH:1]([O:4][C:9]([N:45]1[CH2:46][CH2:47][CH:42]([CH2:41][CH2:40][N:37]2[CH2:36][CH2:35][N:34]([C:31]3[CH:32]=[CH:33][C:28]([S:25]([CH3:24])(=[O:27])=[O:26])=[CH:29][CH:30]=3)[CH2:39][CH2:38]2)[CH2:43][CH2:44]1)=[O:15])([CH3:3])[CH3:2], predict the reactants needed to synthesize it. The reactants are: [CH:1]([OH:4])([CH3:3])[CH3:2].ClC(Cl)(O[C:9](=[O:15])OC(Cl)(Cl)Cl)Cl.CCN(CC)CC.[CH3:24][S:25]([C:28]1[CH:33]=[CH:32][C:31]([N:34]2[CH2:39][CH2:38][N:37]([CH2:40][CH2:41][CH:42]3[CH2:47][CH2:46][NH:45][CH2:44][CH2:43]3)[CH2:36][CH2:35]2)=[CH:30][CH:29]=1)(=[O:27])=[O:26]. (3) Given the product [F:22][C:21]([F:24])([F:23])[S:18]([O:1][C:2]1[CH:7]=[C:6]([I:8])[C:5]([I:9])=[CH:4][C:3]=1[O:10][S:18]([C:21]([F:22])([F:23])[F:24])(=[O:17])=[O:19])(=[O:19])=[O:17], predict the reactants needed to synthesize it. The reactants are: [OH:1][C:2]1[CH:7]=[C:6]([I:8])[C:5]([I:9])=[CH:4][C:3]=1[OH:10].N1C=CC=CC=1.[O:17](S(C(F)(F)F)(=O)=O)[S:18]([C:21]([F:24])([F:23])[F:22])(=O)=[O:19]. (4) Given the product [CH3:1][C:2]1[C:10]2[C:5](=[CH:6][CH:7]=[C:8](/[CH:11]=[C:15](/[C:16](=[O:18])[CH3:17])\[C:13]#[N:14])[CH:9]=2)[NH:4][N:3]=1, predict the reactants needed to synthesize it. The reactants are: [CH3:1][C:2]1[C:10]2[C:5](=[CH:6][CH:7]=[C:8]([CH:11]=O)[CH:9]=2)[NH:4][N:3]=1.[C:13](/[CH:15]=[C:16](\[O-:18])/[CH3:17])#[N:14].[Na+].C(O)(=O)C.N1CCCCC1. (5) Given the product [CH3:7][O:6][CH:3]([O:2][CH3:1])/[CH:4]=[C:11](\[CH2:12][CH2:13][CH2:14][CH2:15][CH3:16])/[C:9](=[O:8])[CH3:10], predict the reactants needed to synthesize it. The reactants are: [CH3:1][O:2][CH:3]([O:6][CH3:7])[CH:4]=O.[O:8]=[C:9]([CH:11](P(=O)(OCC)OCC)[CH2:12][CH2:13][CH2:14][CH2:15][CH3:16])[CH3:10]. (6) Given the product [Cl:1][C:2]1[N:7]=[C:6]([N:8]2[C@@H:12]([C@H:13]([O:15][CH3:18])[CH3:14])[CH2:11][O:10][C:9]2=[O:16])[CH:5]=[C:4]([Cl:17])[N:3]=1, predict the reactants needed to synthesize it. The reactants are: [Cl:1][C:2]1[N:7]=[C:6]([N:8]2[C@@H:12]([C@H:13]([OH:15])[CH3:14])[CH2:11][O:10][C:9]2=[O:16])[CH:5]=[C:4]([Cl:17])[N:3]=1.[CH2:18](Cl)Cl.F[B-](F)(F)F.[H+].C[Si](C=[N+]=[N-])(C)C. (7) Given the product [CH3:23][O:20][C:19](=[O:21])[C@H:18]([N:14]1[C:15]2[C:11](=[CH:10][C:9]([O:8][CH2:1][C:2]3[CH:7]=[CH:6][CH:5]=[CH:4][CH:3]=3)=[CH:17][CH:16]=2)[CH:12]=[CH:13]1)[CH3:22], predict the reactants needed to synthesize it. The reactants are: [CH2:1]([O:8][C:9]1[CH:10]=[C:11]2[C:15](=[CH:16][CH:17]=1)[N:14]([C@H:18]([CH3:22])[C:19]([OH:21])=[O:20])[CH:13]=[CH:12]2)[C:2]1[CH:7]=[CH:6][CH:5]=[CH:4][CH:3]=1.[C:23](=O)(O)[O-].[Na+].IC. (8) Given the product [Cl:1][CH2:2][CH2:3][CH2:4][S:5]([NH:13][C:9]([CH3:12])([CH3:11])[CH3:10])(=[O:7])=[O:6], predict the reactants needed to synthesize it. The reactants are: [Cl:1][CH2:2][CH2:3][CH2:4][S:5](Cl)(=[O:7])=[O:6].[C:9]([NH2:13])([CH3:12])([CH3:11])[CH3:10].CO. (9) The reactants are: Cl[C:2](Cl)(Cl)[CH:3]([OH:5])O.S([O-])([O-])(=O)=O.[Na+].[Na+].Cl.[NH2:16][OH:17].[CH3:18][O:19][C:20]1[CH:25]=[CH:24][C:23]([NH2:26])=[CH:22][C:21]=1[CH3:27].Cl. Given the product [OH:17][N:16]=[CH:2][C:3]([NH:26][C:23]1[CH:24]=[CH:25][C:20]([O:19][CH3:18])=[C:21]([CH3:27])[CH:22]=1)=[O:5], predict the reactants needed to synthesize it.